From a dataset of Forward reaction prediction with 1.9M reactions from USPTO patents (1976-2016). Predict the product of the given reaction. (1) Given the reactants C[N:2](C)[CH:3]=[CH:4][C:5]([C:7]1[C:12](=[O:13])[CH:11]=[CH:10][N:9]([C:14]2[CH:19]=[CH:18][CH:17]=[C:16]([C:20]([F:23])([F:22])[F:21])[CH:15]=2)[N:8]=1)=O.Cl.[CH:26]([NH:29]N)([CH3:28])[CH3:27].CCN(CC)CC, predict the reaction product. The product is: [CH3:27][CH:26]([N:29]1[C:5]([C:7]2[C:12](=[O:13])[CH:11]=[CH:10][N:9]([C:14]3[CH:19]=[CH:18][CH:17]=[C:16]([C:20]([F:23])([F:22])[F:21])[CH:15]=3)[N:8]=2)=[CH:4][CH:3]=[N:2]1)[CH3:28]. (2) Given the reactants [CH2:1]([C:3]1[CH:8]=[C:7]([O:9][CH2:10][CH2:11][CH:12]([C:17]2[S:18][C:19]3[CH:26]=[C:25]([C:27]([F:30])([F:29])[F:28])[CH:24]=[CH:23][C:20]=3[C:21]=2[CH3:22])[CH2:13][CH2:14][O:15][CH3:16])[CH:6]=[CH:5][C:4]=1[O:31][CH2:32][C:33]([O:35]CC)=[O:34])[CH3:2].[OH-].[Na+], predict the reaction product. The product is: [CH2:1]([C:3]1[CH:8]=[C:7]([O:9][CH2:10][CH2:11][CH:12]([C:17]2[S:18][C:19]3[CH:26]=[C:25]([C:27]([F:28])([F:29])[F:30])[CH:24]=[CH:23][C:20]=3[C:21]=2[CH3:22])[CH2:13][CH2:14][O:15][CH3:16])[CH:6]=[CH:5][C:4]=1[O:31][CH2:32][C:33]([OH:35])=[O:34])[CH3:2]. (3) Given the reactants [CH3:1][O:2][C:3]1[CH:4]=[N:5][C:6]2[C:11]([CH:12]=1)=[C:10]([O:13][CH2:14][CH2:15][N:16]1[CH2:21][CH2:20][NH:19][CH2:18][CH2:17]1)[CH:9]=[CH:8][CH:7]=2.Br[CH2:23][CH2:24][S:25][C:26]1[S:27][CH:28]=[CH:29][CH:30]=1, predict the reaction product. The product is: [CH3:1][O:2][C:3]1[CH:4]=[N:5][C:6]2[C:11]([CH:12]=1)=[C:10]([O:13][CH2:14][CH2:15][N:16]1[CH2:21][CH2:20][N:19]([CH2:23][CH2:24][S:25][C:26]3[S:27][CH:28]=[CH:29][CH:30]=3)[CH2:18][CH2:17]1)[CH:9]=[CH:8][CH:7]=2. (4) Given the reactants [Cl:1][C:2]1[CH:19]=[CH:18][C:5]2[N:6]([C:11]3[CH:12]=[N:13][C:14]([Cl:17])=[CH:15][CH:16]=3)[C:7]([CH2:9]Cl)=[N:8][C:4]=2[CH:3]=1.CS(N1C2C(=CC=CC=2)C=N1)(=O)=O.[CH3:33][S:34]([C:37]1[C:45]2[C:40](=[CH:41][CH:42]=[CH:43][CH:44]=2)[NH:39][N:38]=1)(=[O:36])=[O:35], predict the reaction product. The product is: [Cl:1][C:2]1[CH:19]=[CH:18][C:5]2[N:6]([C:11]3[CH:12]=[N:13][C:14]([Cl:17])=[CH:15][CH:16]=3)[C:7]([CH2:9][N:39]3[C:40]4[C:45](=[CH:44][CH:43]=[CH:42][CH:41]=4)[C:37]([S:34]([CH3:33])(=[O:35])=[O:36])=[N:38]3)=[N:8][C:4]=2[CH:3]=1. (5) Given the reactants [F:1][C:2]1[CH:7]=[C:6]([C:8]([F:11])([F:10])[F:9])[CH:5]=[CH:4][C:3]=1[CH:12]1[CH2:17][C:16](=[O:18])[NH:15][C:14]([CH3:19])=[C:13]1[C:20]([OH:22])=O.[NH2:23][C:24]1[CH:25]=[C:26]2[C:30](=[CH:31][C:32]=1[F:33])[NH:29][N:28]=[CH:27]2.C(Cl)CCl.CCN(CC)CC, predict the reaction product. The product is: [F:33][C:32]1[CH:31]=[C:30]2[C:26]([CH:27]=[N:28][NH:29]2)=[CH:25][C:24]=1[NH:23][C:20]([C:13]1[CH:12]([C:3]2[CH:4]=[CH:5][C:6]([C:8]([F:9])([F:10])[F:11])=[CH:7][C:2]=2[F:1])[CH2:17][C:16](=[O:18])[NH:15][C:14]=1[CH3:19])=[O:22].